Dataset: Reaction yield outcomes from USPTO patents with 853,638 reactions. Task: Predict the reaction yield, written as a fraction of the theoretical maximum amount of product (1.0 means a 100% yield; for example, 0.34 means a 34% yield). The reactants are C[O:2][C:3](=[O:37])[CH2:4][C@H:5]([OH:36])[CH2:6][C@H:7]([OH:35])[CH2:8][CH2:9][C:10]1[N:11]([CH:32]([CH3:34])[CH3:33])[C:12]([C:28](=[O:31])[NH:29][CH3:30])=[C:13]([C:22]2[CH:27]=[CH:26][CH:25]=[CH:24][CH:23]=2)[C:14]=1[C:15]1[CH:20]=[CH:19][C:18]([F:21])=[CH:17][CH:16]=1.C(O)C.O.[OH-].[Na+:43]. The catalyst is CO.C(Cl)Cl. The product is [Na+:43].[F:21][C:18]1[CH:19]=[CH:20][C:15]([C:14]2[C:13]([C:22]3[CH:27]=[CH:26][CH:25]=[CH:24][CH:23]=3)=[C:12]([C:28](=[O:31])[NH:29][CH3:30])[N:11]([CH:32]([CH3:34])[CH3:33])[C:10]=2[CH2:9][CH2:8][C@@H:7]([OH:35])[CH2:6][C@@H:5]([OH:36])[CH2:4][C:3]([O-:37])=[O:2])=[CH:16][CH:17]=1. The yield is 0.970.